Task: Predict the product of the given reaction.. Dataset: Forward reaction prediction with 1.9M reactions from USPTO patents (1976-2016) (1) Given the reactants [C:1]([O:7][C@H:8]1[CH2:13][CH2:12][C@@:11]([C@H:15]2[CH2:28][CH2:27][C@@:26]3([CH3:29])[C@@H:17]([CH2:18][C:19]4[C:20]3=[N:21][C:22]([Cl:25])=[CH:23][CH:24]=4)[C@@H:16]2[CH:30]=[O:31])([CH3:14])[C@@H:10]([CH:32]=[O:33])[CH2:9]1)(=[O:6])[C:2]([CH3:5])([CH3:4])[CH3:3].C1COCC1.CO.[BH4-].[Na+], predict the reaction product. The product is: [C:1]([O:7][C@H:8]1[CH2:13][CH2:12][C@@:11]([C@H:15]2[CH2:28][CH2:27][C@@:26]3([CH3:29])[C@@H:17]([CH2:18][C:19]4[C:20]3=[N:21][C:22]([Cl:25])=[CH:23][CH:24]=4)[C@@H:16]2[CH2:30][OH:31])([CH3:14])[C@@H:10]([CH2:32][OH:33])[CH2:9]1)(=[O:6])[C:2]([CH3:5])([CH3:4])[CH3:3]. (2) Given the reactants [NH2:1][C:2]1[CH:7]=[CH:6][C:5]([C:8]2[N:12]([CH3:13])[C:11]([C:14]#[N:15])=[CH:10][CH:9]=2)=[CH:4][CH:3]=1.C(N(CC)CC)C.[O:23]1[CH:27]=[CH:26][CH:25]=[C:24]1[C:28](Cl)=[O:29], predict the reaction product. The product is: [C:14]([C:11]1[N:12]([CH3:13])[C:8]([C:5]2[CH:6]=[CH:7][C:2]([NH:1][C:28]([C:24]3[O:23][CH:27]=[CH:26][CH:25]=3)=[O:29])=[CH:3][CH:4]=2)=[CH:9][CH:10]=1)#[N:15]. (3) Given the reactants [CH:1]([C:3]1[CH:13]=[CH:12][C:6]([C:7]([O:9][CH2:10][CH3:11])=[O:8])=[C:5]([CH3:14])[CH:4]=1)=O.[C:15](=O)([O-])[O-].[K+].[K+], predict the reaction product. The product is: [CH3:14][C:5]1[CH:4]=[C:3]([CH:1]=[CH2:15])[CH:13]=[CH:12][C:6]=1[C:7]([O:9][CH2:10][CH3:11])=[O:8]. (4) Given the reactants [CH2:1]([O:8][C:9]1[N:14]=[C:13]([O:15][CH2:16][C:17]2[CH:22]=[CH:21][CH:20]=[CH:19][CH:18]=2)[C:12]([C:23]([CH3:26])([CH3:25])[CH3:24])=[C:11](Cl)[N:10]=1)[C:2]1[CH:7]=[CH:6][CH:5]=[CH:4][CH:3]=1.[C:28]([C:30]1[CH:31]=[C:32]([CH2:37][C:38]#[N:39])[CH:33]=[C:34]([CH3:36])[CH:35]=1)#[N:29].[H-].[Na+].[Cl-].[NH4+], predict the reaction product. The product is: [CH2:1]([O:8][C:9]1[N:10]=[C:11]([CH:37]([C:38]#[N:39])[C:32]2[CH:31]=[C:30]([CH:35]=[C:34]([CH3:36])[CH:33]=2)[C:28]#[N:29])[C:12]([C:23]([CH3:26])([CH3:25])[CH3:24])=[C:13]([O:15][CH2:16][C:17]2[CH:22]=[CH:21][CH:20]=[CH:19][CH:18]=2)[N:14]=1)[C:2]1[CH:7]=[CH:6][CH:5]=[CH:4][CH:3]=1.